This data is from NCI-60 drug combinations with 297,098 pairs across 59 cell lines. The task is: Regression. Given two drug SMILES strings and cell line genomic features, predict the synergy score measuring deviation from expected non-interaction effect. (1) Drug 1: C(=O)(N)NO. Drug 2: C1C(C(OC1N2C=NC3=C2NC=NCC3O)CO)O. Cell line: MCF7. Synergy scores: CSS=7.31, Synergy_ZIP=-0.470, Synergy_Bliss=-2.20, Synergy_Loewe=3.30, Synergy_HSA=0.763. (2) Drug 2: CS(=O)(=O)OCCCCOS(=O)(=O)C. Cell line: SR. Synergy scores: CSS=83.9, Synergy_ZIP=3.66, Synergy_Bliss=4.05, Synergy_Loewe=0.0477, Synergy_HSA=5.97. Drug 1: CC1OCC2C(O1)C(C(C(O2)OC3C4COC(=O)C4C(C5=CC6=C(C=C35)OCO6)C7=CC(=C(C(=C7)OC)O)OC)O)O. (3) Drug 1: CC1OCC2C(O1)C(C(C(O2)OC3C4COC(=O)C4C(C5=CC6=C(C=C35)OCO6)C7=CC(=C(C(=C7)OC)O)OC)O)O. Drug 2: CCC1(CC2CC(C3=C(CCN(C2)C1)C4=CC=CC=C4N3)(C5=C(C=C6C(=C5)C78CCN9C7C(C=CC9)(C(C(C8N6C)(C(=O)OC)O)OC(=O)C)CC)OC)C(=O)OC)O.OS(=O)(=O)O. Cell line: UACC62. Synergy scores: CSS=37.6, Synergy_ZIP=-9.60, Synergy_Bliss=-4.13, Synergy_Loewe=-6.14, Synergy_HSA=-0.968. (4) Drug 1: CC1C(C(CC(O1)OC2CC(CC3=C2C(=C4C(=C3O)C(=O)C5=C(C4=O)C(=CC=C5)OC)O)(C(=O)C)O)N)O.Cl. Drug 2: C1C(C(OC1N2C=NC3=C2NC=NCC3O)CO)O. Cell line: EKVX. Synergy scores: CSS=1.34, Synergy_ZIP=-2.45, Synergy_Bliss=-4.65, Synergy_Loewe=-5.45, Synergy_HSA=-3.68. (5) Cell line: NCI-H226. Drug 2: CCC(=C(C1=CC=CC=C1)C2=CC=C(C=C2)OCCN(C)C)C3=CC=CC=C3.C(C(=O)O)C(CC(=O)O)(C(=O)O)O. Drug 1: CN1CCC(CC1)COC2=C(C=C3C(=C2)N=CN=C3NC4=C(C=C(C=C4)Br)F)OC. Synergy scores: CSS=9.77, Synergy_ZIP=-1.59, Synergy_Bliss=-0.0110, Synergy_Loewe=-5.78, Synergy_HSA=-2.23. (6) Drug 1: C1=NC2=C(N=C(N=C2N1C3C(C(C(O3)CO)O)F)Cl)N. Drug 2: C(CN)CNCCSP(=O)(O)O. Cell line: OVCAR-5. Synergy scores: CSS=3.61, Synergy_ZIP=-1.78, Synergy_Bliss=-2.62, Synergy_Loewe=1.38, Synergy_HSA=-2.26.